Dataset: Forward reaction prediction with 1.9M reactions from USPTO patents (1976-2016). Task: Predict the product of the given reaction. (1) Given the reactants [F:1][C:2]([F:20])([F:19])[C:3]([N:5]1[CH2:11][CH2:10][C:9]2[CH:12]=[C:13]([N+:16]([O-])=O)[CH:14]=[CH:15][C:8]=2[CH2:7][CH2:6]1)=[O:4].C([O-])=O.[NH4+], predict the reaction product. The product is: [NH2:16][C:13]1[CH:14]=[CH:15][C:8]2[CH2:7][CH2:6][N:5]([C:3](=[O:4])[C:2]([F:20])([F:1])[F:19])[CH2:11][CH2:10][C:9]=2[CH:12]=1. (2) Given the reactants C(OC([NH:8][C:9]1[S:13][C:12](Br)=[N:11][C:10]=1[C:15]([NH:17][C:18]1[CH:19]=[N:20][N:21]([CH3:40])[C:22]=1[N:23]1[CH2:29][C:28]([F:31])([F:30])[CH2:27][CH:26]([NH:32]C(=O)OC(C)(C)C)[CH2:25][CH2:24]1)=[O:16])=O)(C)(C)C.[F:41][C:42]1[CH:43]=[N:44][CH:45]=[C:46]([F:61])[C:47]=1[Sn](CCCC)(CCCC)CCCC, predict the reaction product. The product is: [NH2:8][C:9]1[S:13][C:12]([C:47]2[C:46]([F:61])=[CH:45][N:44]=[CH:43][C:42]=2[F:41])=[N:11][C:10]=1[C:15]([NH:17][C:18]1[CH:19]=[N:20][N:21]([CH3:40])[C:22]=1[N:23]1[CH2:24][CH2:25][CH:26]([NH2:32])[CH2:27][C:28]([F:30])([F:31])[CH2:29]1)=[O:16].